This data is from Peptide-MHC class I binding affinity with 185,985 pairs from IEDB/IMGT. The task is: Regression. Given a peptide amino acid sequence and an MHC pseudo amino acid sequence, predict their binding affinity value. This is MHC class I binding data. The peptide sequence is IVLFQRFLR. The MHC is H-2-Kb with pseudo-sequence H-2-Kb. The binding affinity (normalized) is 0.